Dataset: Ames mutagenicity test results for genotoxicity prediction. Task: Regression/Classification. Given a drug SMILES string, predict its toxicity properties. Task type varies by dataset: regression for continuous values (e.g., LD50, hERG inhibition percentage) or binary classification for toxic/non-toxic outcomes (e.g., AMES mutagenicity, cardiotoxicity, hepatotoxicity). Dataset: ames. (1) The compound is CCCC[C@@H]1C(=O)N(c2ccccc2)N(c2ccc(O)cc2)C1=O. The result is 1 (mutagenic). (2) The compound is Cn1c(N)nc2c3ccc(O)nc3ccc21. The result is 1 (mutagenic). (3) The result is 1 (mutagenic). The drug is O=C(OCCBr)C(=O)OCCBr. (4) The compound is O=C(O)CN(CCN(CC(=O)O)CC(=O)O)CC(=O)O. The result is 0 (non-mutagenic).